Dataset: Catalyst prediction with 721,799 reactions and 888 catalyst types from USPTO. Task: Predict which catalyst facilitates the given reaction. Reactant: C(OC(=O)[NH:7][C:8]1([C:11]2[S:12][C:13]([C:16]3[C:25]([CH3:26])=[C:24]4[C:19]([C:20](=[O:31])[NH:21][C:22](=[O:30])[N:23]4[CH:27]4[CH2:29][CH2:28]4)=[CH:18][C:17]=3[F:32])=[CH:14][CH:15]=2)[CH2:10][CH2:9]1)(C)(C)C.[ClH:34]. Product: [ClH:34].[NH2:7][C:8]1([C:11]2[S:12][C:13]([C:16]3[C:25]([CH3:26])=[C:24]4[C:19]([C:20](=[O:31])[NH:21][C:22](=[O:30])[N:23]4[CH:27]4[CH2:28][CH2:29]4)=[CH:18][C:17]=3[F:32])=[CH:14][CH:15]=2)[CH2:9][CH2:10]1. The catalyst class is: 4.